Task: Predict which catalyst facilitates the given reaction.. Dataset: Catalyst prediction with 721,799 reactions and 888 catalyst types from USPTO (1) Reactant: [CH3:1][CH:2]([CH3:30])[CH2:3][C@H:4]([NH:22][C:23](=[O:29])[O:24]C(C)(C)C)[CH2:5][O:6][C:7]1[CH:8]=[CH:9][C:10]2[C:20]3[C:15](=[CH:16][N:17]=[C:18]([CH3:21])[CH:19]=3)[CH2:14][O:13][C:11]=2[CH:12]=1.Cl.O1CCOC[CH2:33]1. Product: [C:23]([O-:24])(=[O:29])[CH3:33].[NH4+:17].[CH3:1][CH:2]([CH3:30])[CH2:3][C@H:4]([NH2:22])[CH2:5][O:6][C:7]1[CH:8]=[CH:9][C:10]2[C:20]3[C:15](=[CH:16][N:17]=[C:18]([CH3:21])[CH:19]=3)[CH2:14][O:13][C:11]=2[CH:12]=1. The catalyst class is: 449. (2) Reactant: [C:1]([NH:6][C:7]1[CH:12]=[C:11]([C:13]2[S:14][CH:15]=[CH:16][CH:17]=2)[CH:10]=[CH:9][C:8]=1[NH:18]C(=O)OC(C)(C)C)(=[O:5])[CH:2]([CH3:4])[CH3:3].Cl.O1CCOCC1. Product: [NH2:18][C:8]1[CH:9]=[CH:10][C:11]([C:13]2[S:14][CH:15]=[CH:16][CH:17]=2)=[CH:12][C:7]=1[NH:6][C:1](=[O:5])[CH:2]([CH3:3])[CH3:4]. The catalyst class is: 5. (3) Reactant: N#N.I[C:4]1[C:5]([OH:13])=[N:6][CH:7]=[C:8]([N+:10]([O-:12])=[O:11])[CH:9]=1.[S:14]1[CH:18]=[CH:17][N:16]=[CH:15]1.C([O-])(=O)C.[K+]. Product: [N+:10]([C:8]1[CH:9]=[C:4]([C:18]2[S:14][CH:15]=[N:16][CH:17]=2)[C:5]([OH:13])=[N:6][CH:7]=1)([O-:12])=[O:11]. The catalyst class is: 128. (4) Reactant: [F:1][C:2]1[CH:23]=[CH:22][C:5]([CH2:6][O:7][CH2:8][C:9]([NH:11][CH2:12][C:13]#[C:14][C:15]2[CH:20]=[CH:19][C:18]([OH:21])=[CH:17][CH:16]=2)=[O:10])=[CH:4][CH:3]=1.NC1C=CC(CCCNC(=O)COCC2C=CC(F)=CC=2)=CC=1. Product: [F:1][C:2]1[CH:23]=[CH:22][C:5]([CH2:6][O:7][CH2:8][C:9]([NH:11][CH2:12][CH2:13][CH2:14][C:15]2[CH:16]=[CH:17][C:18]([OH:21])=[CH:19][CH:20]=2)=[O:10])=[CH:4][CH:3]=1. The catalyst class is: 43.